Task: Predict the reactants needed to synthesize the given product.. Dataset: Full USPTO retrosynthesis dataset with 1.9M reactions from patents (1976-2016) (1) Given the product [N:45]1[C:44]2[NH:48][CH:49]=[CH:50][C:43]=2[C:42]([C:19]2[CH:18]=[N:17][N:16]([C:14]3([CH2:30][C:31]#[N:32])[CH2:13][N:12]([CH:9]4[CH2:8][CH2:7][N:6]([C:4](=[O:5])[C:3]5[CH:33]=[CH:34][N:35]=[C:36]([C:37]([F:40])([F:38])[F:39])[C:2]=5[F:1])[CH2:11][CH2:10]4)[CH2:15]3)[CH:20]=2)=[N:47][CH:46]=1, predict the reactants needed to synthesize it. The reactants are: [F:1][C:2]1[C:36]([C:37]([F:40])([F:39])[F:38])=[N:35][CH:34]=[CH:33][C:3]=1[C:4]([N:6]1[CH2:11][CH2:10][CH:9]([N:12]2[CH2:15][C:14]([CH2:30][C:31]#[N:32])([N:16]3[CH:20]=[C:19](B4OC(C)(C)C(C)(C)O4)[CH:18]=[N:17]3)[CH2:13]2)[CH2:8][CH2:7]1)=[O:5].Cl[C:42]1[C:43]2[CH:50]=[CH:49][NH:48][C:44]=2[N:45]=[CH:46][N:47]=1.C(=O)(O)[O-].[Na+].O. (2) Given the product [NH2:12][CH:10]([C:8]1[N:7]([C:20]2[CH:25]=[CH:24][C:23]([CH2:26][CH2:27][NH:28][C:29]([NH:31][S:32]([C:35]3[CH:40]=[CH:39][C:38]([CH3:41])=[CH:37][CH:36]=3)(=[O:34])=[O:33])=[O:30])=[CH:22][CH:21]=2)[C:6]2[CH:42]=[C:2]([Cl:1])[C:3]([C:43]([F:45])([F:44])[F:46])=[CH:4][C:5]=2[N:9]=1)[CH3:11], predict the reactants needed to synthesize it. The reactants are: [Cl:1][C:2]1[C:3]([C:43]([F:46])([F:45])[F:44])=[CH:4][C:5]2[N:9]=[C:8]([CH:10]([NH:12]C(=O)OC(C)(C)C)[CH3:11])[N:7]([C:20]3[CH:25]=[CH:24][C:23]([CH2:26][CH2:27][NH:28][C:29]([NH:31][S:32]([C:35]4[CH:40]=[CH:39][C:38]([CH3:41])=[CH:37][CH:36]=4)(=[O:34])=[O:33])=[O:30])=[CH:22][CH:21]=3)[C:6]=2[CH:42]=1.FC(F)(F)C(O)=O.O. (3) Given the product [Br:1][C:2]1[CH:3]=[C:4]2[C:9](=[CH:10][CH:11]=1)[N:8]1[CH:12]=[CH:13][CH:14]=[C:7]1[CH:6]([CH3:15])[N:5]2[C:16](=[O:25])[C:17]1[CH:22]=[CH:21][CH:20]=[C:19]([O:23][CH3:24])[CH:18]=1, predict the reactants needed to synthesize it. The reactants are: [Br:1][C:2]1[CH:3]=[C:4]2[C:9](=[CH:10][CH:11]=1)[N:8]1[CH:12]=[CH:13][CH:14]=[C:7]1[CH:6]([CH3:15])[NH:5]2.[C:16](Cl)(=[O:25])[C:17]1[CH:22]=[CH:21][CH:20]=[C:19]([O:23][CH3:24])[CH:18]=1.C(N(CC)CC)C. (4) Given the product [CH:1]([C:4]1[CH:5]=[C:6]([C@@H:10]([NH:12][C:13]([C:15]2[CH:16]=[C:17]3[C:21](=[CH:22][CH:23]=2)[N:20]([CH2:24][C:25]2[CH:26]=[CH:27][C:28]([C:31]4[CH:36]=[CH:35][CH:34]=[CH:33][C:32]=4[C:37](=[O:38])[NH:46][S:43]([CH3:42])(=[O:45])=[O:44])=[CH:29][CH:30]=2)[C:19]([CH3:40])=[C:18]3[CH3:41])=[O:14])[CH3:11])[CH:7]=[CH:8][CH:9]=1)([CH3:3])[CH3:2], predict the reactants needed to synthesize it. The reactants are: [CH:1]([C:4]1[CH:5]=[C:6]([C@@H:10]([NH:12][C:13]([C:15]2[CH:16]=[C:17]3[C:21](=[CH:22][CH:23]=2)[N:20]([CH2:24][C:25]2[CH:30]=[CH:29][C:28]([C:31]4[C:32]([C:37](O)=[O:38])=[CH:33][CH:34]=[CH:35][CH:36]=4)=[CH:27][CH:26]=2)[C:19]([CH3:40])=[C:18]3[CH3:41])=[O:14])[CH3:11])[CH:7]=[CH:8][CH:9]=1)([CH3:3])[CH3:2].[CH3:42][S:43]([NH2:46])(=[O:45])=[O:44].CCN=C=NCCCN(C)C. (5) Given the product [F:23][C:11]1[CH:10]=[C:9]([N:5]2[CH2:4][CH:3]([CH2:2][NH:1][C:31](=[O:32])[CH2:29][CH3:30])[O:7][C:6]2=[O:8])[CH:14]=[CH:13][C:12]=1[CH:15]1[CH2:20][CH2:19][CH:18]([OH:21])[CH:17]([F:22])[CH2:16]1, predict the reactants needed to synthesize it. The reactants are: [NH2:1][CH2:2][CH:3]1[O:7][C:6](=[O:8])[N:5]([C:9]2[CH:14]=[CH:13][C:12]([CH:15]3[CH2:20][CH2:19][CH:18]([OH:21])[CH:17]([F:22])[CH2:16]3)=[C:11]([F:23])[CH:10]=2)[CH2:4]1.C(N([CH2:29][CH3:30])CC)C.[CH3:31][OH:32]. (6) Given the product [F:18][C:19]1[CH:29]=[CH:28][C:22]([O:23][CH2:24][CH2:25][CH2:26][NH:27][C:8](=[O:16])[O:9][C:10]2[CH:15]=[CH:14][CH:13]=[CH:12][CH:11]=2)=[C:21]([N+:30]([O-:32])=[O:31])[CH:20]=1, predict the reactants needed to synthesize it. The reactants are: C(N(CC)CC)C.[C:8](Cl)(=[O:16])[O:9][C:10]1[CH:15]=[CH:14][CH:13]=[CH:12][CH:11]=1.[F:18][C:19]1[CH:29]=[CH:28][C:22]([O:23][CH2:24][CH2:25][CH2:26][NH2:27])=[C:21]([N+:30]([O-:32])=[O:31])[CH:20]=1. (7) Given the product [NH2:1][C@H:2]([C:4]([N:6]1[CH2:13][CH2:12][CH2:11][C@H:7]1[C:8]([OH:10])=[O:9])=[O:5])[C@@H:3]([CH3:64])[O:57][P:56]([OH:59])([OH:58])=[O:55], predict the reactants needed to synthesize it. The reactants are: [NH2:1][C@H:2]([C:4]([N:6]1[CH2:13][CH2:12][CH2:11][C@H:7]1[C:8]([OH:10])=[O:9])=[O:5])[CH3:3].N1CCC[C@H]1C(O)=O.N[C@H](C(O)=O)CCC(=O)O.N[C@H](C(N1CCC[C@H]1C(O)=O)=O)CO.N[C@H](C(O)=O)C.N[C@H](C(O)=O)C[O:55][P:56]([OH:59])([OH:58])=[O:57].N[C@H:64](C(N1CCC[C@H]1C(O)=O)=O)[C@@H](C)O.P(OC[C@@H](C(O)=O)N)(O)(O)=O.P(O[C@H](C)[C@@H](C(O)=O)N)(O)(O)=O.